This data is from Forward reaction prediction with 1.9M reactions from USPTO patents (1976-2016). The task is: Predict the product of the given reaction. (1) Given the reactants [F:1][C:2]1[C:10]([O:11][CH3:12])=[C:9]([F:13])[CH:8]=[CH:7][C:3]=1[C:4]([OH:6])=[O:5].CN(C)C=O.S(Cl)(Cl)=O.[CH2:23](O)[CH3:24], predict the reaction product. The product is: [F:1][C:2]1[C:10]([O:11][CH3:12])=[C:9]([F:13])[CH:8]=[CH:7][C:3]=1[C:4]([O:6][CH2:23][CH3:24])=[O:5]. (2) The product is: [C:8]([C:6]1[CH:5]=[C:4]([N+:12]([O-:14])=[O:13])[C:3]2[O:15][C:16]([CH3:17])=[N:1][C:2]=2[CH:7]=1)([CH3:9])([CH3:10])[CH3:11]. Given the reactants [NH2:1][C:2]1[CH:7]=[C:6]([C:8]([CH3:11])([CH3:10])[CH3:9])[CH:5]=[C:4]([N+:12]([O-:14])=[O:13])[C:3]=1[OH:15].[C:16](OCC)(OCC)(OCC)[CH3:17], predict the reaction product. (3) Given the reactants [OH:1][CH2:2][CH2:3][CH2:4][N:5]1[CH:9]=[C:8]([C:10]2[CH:11]=[CH:12][C:13]([NH:21][C:22]3[C:27]([C:28]([F:31])([F:30])[F:29])=[CH:26][N:25]=[C:24]([NH:32][C:33]4[CH:47]=[CH:46][C:36]([CH2:37][P:38](=[O:45])([O:42][CH2:43][CH3:44])[O:39][CH2:40][CH3:41])=[CH:35][C:34]=4OC)[N:23]=3)=[C:14]3[C:18]=2C[N:16]([CH3:19])[C:15]3=[O:20])[CH:7]=[N:6]1.N[C:51]1C=CC(C2C=NN(CCCO)C=2)=CC=1C(NCC)=O, predict the reaction product. The product is: [CH2:19]([NH:16][C:15]([C:14]1[CH:18]=[C:10]([C:8]2[CH:7]=[N:6][N:5]([CH2:4][CH2:3][CH2:2][OH:1])[CH:9]=2)[CH:11]=[CH:12][C:13]=1[NH:21][C:22]1[C:27]([C:28]([F:29])([F:30])[F:31])=[CH:26][N:25]=[C:24]([NH:32][C:33]2[CH:34]=[CH:35][C:36]([CH2:37][P:38](=[O:45])([O:39][CH2:40][CH3:41])[O:42][CH2:43][CH3:44])=[CH:46][CH:47]=2)[N:23]=1)=[O:20])[CH3:51]. (4) Given the reactants O.[NH2:2][NH2:3].F[C:5]1[N:12]=[CH:11][CH:10]=[C:9]([I:13])[C:6]=1[CH:7]=O, predict the reaction product. The product is: [I:13][C:9]1[CH:10]=[CH:11][N:12]=[C:5]2[NH:2][N:3]=[CH:7][C:6]=12. (5) Given the reactants [CH:1]1([CH2:4][O:5][C:6]2[CH:7]=[C:8]([CH:13]=[CH:14][C:15]=2[N:16]([CH2:21][CH2:22]O)[S:17]([CH3:20])(=[O:19])=[O:18])[C:9]([O:11][CH3:12])=[O:10])[CH2:3][CH2:2]1.C(Br)(Br)(Br)[Br:25].C1(P(C2C=CC=CC=2)C2C=CC=CC=2)C=CC=CC=1, predict the reaction product. The product is: [Br:25][CH2:22][CH2:21][N:16]([C:15]1[CH:14]=[CH:13][C:8]([C:9]([O:11][CH3:12])=[O:10])=[CH:7][C:6]=1[O:5][CH2:4][CH:1]1[CH2:3][CH2:2]1)[S:17]([CH3:20])(=[O:19])=[O:18].